The task is: Regression/Classification. Given a drug SMILES string, predict its absorption, distribution, metabolism, or excretion properties. Task type varies by dataset: regression for continuous measurements (e.g., permeability, clearance, half-life) or binary classification for categorical outcomes (e.g., BBB penetration, CYP inhibition). Dataset: bbb_martins.. This data is from Blood-brain barrier penetration binary classification data from Martins et al.. (1) The drug is N[C@@H](C(=O)NC1C(=O)N2C(C(=O)O)=C(Cl)CCC12)c1ccccc1.O. The result is 0 (does not penetrate BBB). (2) The drug is NC(N)=Nc1nc(-c2ccccc2)cs1. The result is 1 (penetrates BBB).